From a dataset of Full USPTO retrosynthesis dataset with 1.9M reactions from patents (1976-2016). Predict the reactants needed to synthesize the given product. (1) Given the product [CH2:1]([C:3]([C:22]1[CH:27]=[CH:26][C:25]([OH:28])=[C:24]([CH3:29])[CH:23]=1)([C:6]1[CH:11]=[CH:10][C:9](/[CH:12]=[CH:13]/[C:14]2([OH:20])[CH2:19][CH2:18][CH2:17][CH2:16][CH2:15]2)=[C:8]([CH3:21])[CH:7]=1)[CH2:4][CH3:5])[CH3:2], predict the reactants needed to synthesize it. The reactants are: [CH2:1]([C:3]([C:22]1[CH:27]=[CH:26][C:25]([OH:28])=[C:24]([CH3:29])[CH:23]=1)([C:6]1[CH:11]=[CH:10][C:9]([C:12]#[C:13][C:14]2([OH:20])[CH2:19][CH2:18][CH2:17][CH2:16][CH2:15]2)=[C:8]([CH3:21])[CH:7]=1)[CH2:4][CH3:5])[CH3:2].[H-].[Al+3].[Li+].[H-].[H-].[H-].[Cl-].[NH4+]. (2) Given the product [N+:27]([C:20]1[CH:19]=[CH:18][C:17]([NH:16][C:13]([CH:11]2[CH2:10][S:9][C:8]([C:5]3[CH:4]=[CH:3][C:2]([F:1])=[CH:7][CH:6]=3)=[N:12]2)=[O:15])=[CH:22][C:21]=1[C:23]([F:24])([F:25])[F:26])([O-:29])=[O:28], predict the reactants needed to synthesize it. The reactants are: [F:1][C:2]1[CH:7]=[CH:6][C:5]([C:8]2[S:9][CH2:10][CH:11]([C:13]([OH:15])=O)[N:12]=2)=[CH:4][CH:3]=1.[NH2:16][C:17]1[CH:18]=[CH:19][C:20]([N+:27]([O-:29])=[O:28])=[C:21]([C:23]([F:26])([F:25])[F:24])[CH:22]=1.CCN(C(C)C)C(C)C.C1CN([P+](Br)(N2CCCC2)N2CCCC2)CC1.F[P-](F)(F)(F)(F)F. (3) Given the product [F:1][C:2]1[CH:3]=[C:4]([CH:7]=[CH:8][C:9]=1[CH2:10][O:11][CH3:14])[C:5]#[N:6], predict the reactants needed to synthesize it. The reactants are: [F:1][C:2]1[CH:3]=[C:4]([CH:7]=[CH:8][C:9]=1[CH2:10][OH:11])[C:5]#[N:6].[H-].[Na+].[CH3:14]I. (4) The reactants are: [CH3:1][O:2][C:3](=[O:24])[C@H:4]([OH:23])[CH2:5][N:6]([CH2:15][C:16]1[CH:21]=[CH:20][C:19]([Br:22])=[CH:18][CH:17]=1)[NH:7]C(OC(C)(C)C)=O.[CH3:25]CO.[ClH:28]. Given the product [CH2:1]([O:2][C:3](=[O:24])[C@H:4]([OH:23])[CH2:5][N:6]([CH2:15][C:16]1[CH:21]=[CH:20][C:19]([Br:22])=[CH:18][CH:17]=1)[NH2:7])[CH3:25].[ClH:28], predict the reactants needed to synthesize it. (5) Given the product [Br:1][C:2]1[CH:3]=[C:4]([F:14])[C:5]([F:13])=[C:6]2[C:11]=1[O:10][CH2:9][CH2:8][C:7]2=[N:16][OH:17], predict the reactants needed to synthesize it. The reactants are: [Br:1][C:2]1[CH:3]=[C:4]([F:14])[C:5]([F:13])=[C:6]2[C:11]=1[O:10][CH2:9][CH2:8][C:7]2=O.Cl.[NH2:16][OH:17].C([O-])(=O)C.[Na+]. (6) The reactants are: Cl.Cl.[O:3]1[C:7]2[CH:8]=[CH:9][CH:10]=[C:11]([CH:12]3[CH2:17][CH2:16][N:15]([CH2:18][CH2:19][C@H:20]4[CH2:25][CH2:24][C@H:23]([NH2:26])[CH2:22][CH2:21]4)[CH2:14][CH2:13]3)[C:6]=2[CH2:5][CH2:4]1.[CH3:27][CH:28]([CH3:34])[CH2:29][CH2:30][C:31](O)=[O:32]. Given the product [O:3]1[C:7]2[CH:8]=[CH:9][CH:10]=[C:11]([CH:12]3[CH2:17][CH2:16][N:15]([CH2:18][CH2:19][C@H:20]4[CH2:21][CH2:22][C@H:23]([NH:26][C:31](=[O:32])[CH2:30][CH2:29][CH:28]([CH3:34])[CH3:27])[CH2:24][CH2:25]4)[CH2:14][CH2:13]3)[C:6]=2[CH2:5][CH2:4]1, predict the reactants needed to synthesize it. (7) Given the product [CH:1]1([CH:7]([NH:19][C:20]2[CH:21]=[CH:22][C:23]([C:26]([N:28]([CH3:36])[CH2:29][CH2:30][C:31]([O:33][CH2:34][CH3:35])=[O:32])=[O:27])=[CH:24][CH:25]=2)[C:8]2[O:9][C:10]3[CH:17]=[CH:16][C:15]([O:18][CH:40]4[CH2:41][CH2:42][S:37][CH2:38][CH2:39]4)=[CH:14][C:11]=3[C:12]=2[CH3:13])[CH2:6][CH2:5][CH2:4][CH2:3][CH2:2]1, predict the reactants needed to synthesize it. The reactants are: [CH:1]1([CH:7]([NH:19][C:20]2[CH:25]=[CH:24][C:23]([C:26]([N:28]([CH3:36])[CH2:29][CH2:30][C:31]([O:33][CH2:34][CH3:35])=[O:32])=[O:27])=[CH:22][CH:21]=2)[C:8]2[O:9][C:10]3[CH:17]=[CH:16][C:15]([OH:18])=[CH:14][C:11]=3[C:12]=2[CH3:13])[CH2:6][CH2:5][CH2:4][CH2:3][CH2:2]1.[S:37]1[CH2:42][CH2:41][CH:40](O)[CH2:39][CH2:38]1.C(P(CCCC)CCCC)CCC.N(C(N1CCCCC1)=O)=NC(N1CCCCC1)=O.